This data is from Acute oral toxicity (LD50) regression data from Zhu et al.. The task is: Regression/Classification. Given a drug SMILES string, predict its toxicity properties. Task type varies by dataset: regression for continuous values (e.g., LD50, hERG inhibition percentage) or binary classification for toxic/non-toxic outcomes (e.g., AMES mutagenicity, cardiotoxicity, hepatotoxicity). Dataset: ld50_zhu. (1) The drug is C(=NC1CCCCC1)=NC1CCCCC1. The rat oral LD50 is 2.71, given as -log10 of the dose in mol/kg body weight (higher means more acutely toxic). (2) The drug is CCOP(=O)(SC(C)CC)SC(C)CC. The rat oral LD50 is 3.86, given as -log10 of the dose in mol/kg body weight (higher means more acutely toxic).